Dataset: Reaction yield outcomes from USPTO patents with 853,638 reactions. Task: Predict the reaction yield, written as a fraction of the theoretical maximum amount of product (1.0 means a 100% yield; for example, 0.34 means a 34% yield). (1) The reactants are [Cl:1][C:2]1[CH:3]=[C:4]([CH:8]=[CH:9][N:10]=1)[C:5]([OH:7])=[O:6].[C:11](=O)(O)[O-].[Na+].IC.O. The catalyst is CN(C)C=O. The product is [CH3:11][O:6][C:5](=[O:7])[C:4]1[CH:8]=[CH:9][N:10]=[C:2]([Cl:1])[CH:3]=1. The yield is 0.870. (2) The reactants are N[C:2]1[N:10]=[C:9]2[C:5]([NH:6][CH:7]=[N:8]2)=[C:4]([Cl:11])[N:3]=1.[Cl:12][Si](Cl)(C)C.N(OCCC(C)C)=O. The catalyst is [Cl-].C([N+](CC)(CC)CC)C1C=CC=CC=1.CCCCCCC. The product is [Cl:12][C:2]1[N:10]=[C:9]2[C:5]([NH:6][CH:7]=[N:8]2)=[C:4]([Cl:11])[N:3]=1. The yield is 0.661. (3) The catalyst is C(Cl)Cl. The yield is 0.850. The reactants are Cl[S:2]([N:5]=[C:6]=[O:7])(=[O:4])=[O:3].C[C:9]([OH:12])([CH3:11])C.[CH2:13]([O:15][C:16](=[O:19])[CH2:17][NH2:18])[CH3:14].[CH3:20][CH2:21]N(CC)CC.Cl. The product is [CH2:9]([O:12][C:6]([NH:5][S:2]([NH:18][CH2:17][C:16]([O:15][CH2:13][CH3:14])=[O:19])(=[O:4])=[O:3])=[O:7])[CH2:11][CH2:20][CH3:21].